From a dataset of Catalyst prediction with 721,799 reactions and 888 catalyst types from USPTO. Predict which catalyst facilitates the given reaction. (1) Reactant: [N-:1]=[N+:2]=[N-:3].[Na+].[Cl-].[NH4+].[F:7][C:8]1[CH:9]=[C:10]([CH:15]2[CH2:17][O:16]2)[CH:11]=[CH:12][C:13]=1[F:14].C(OCC)(=O)C.CCCCCC. Product: [N:1]([CH2:17][CH:15]([C:10]1[CH:11]=[CH:12][C:13]([F:14])=[C:8]([F:7])[CH:9]=1)[OH:16])=[N+:2]=[N-:3]. The catalyst class is: 24. (2) Reactant: [CH:1]([C:4]1[C:13]([O:14]S(C2C=CC(C)=CC=2)(=O)=O)=[CH:12][C:11]2[C:6](=[CH:7][CH:8]=[CH:9][CH:10]=2)[N:5]=1)([CH3:3])[CH3:2].[OH-].[K+].O1CCOCC1. Product: [CH:1]([C:4]1[C:13]([OH:14])=[CH:12][C:11]2[C:6](=[CH:7][CH:8]=[CH:9][CH:10]=2)[N:5]=1)([CH3:3])[CH3:2]. The catalyst class is: 6. (3) Reactant: Br[C:2]1[CH:3]=[C:4]([O:11][CH3:12])[C:5]2[N:6]([N:8]=[CH:9][CH:10]=2)[CH:7]=1.[CH3:13][N:14]1[CH:18]=[C:17](B2OC(C)(C)C(C)(C)O2)[CH:16]=[N:15]1.[F-].[K+].F[B-](F)(F)F.C([PH+](C(C)(C)C)C(C)(C)C)(C)(C)C. Product: [CH3:12][O:11][C:4]1[C:5]2[N:6]([N:8]=[CH:9][CH:10]=2)[CH:7]=[C:2]([C:17]2[CH:16]=[N:15][N:14]([CH3:13])[CH:18]=2)[CH:3]=1. The catalyst class is: 533. (4) Reactant: [CH2:1]([O:8][C:9]1[CH:10]=[C:11]2[C:16](=[CH:17][C:18]=1[O:19][CH3:20])[CH:15](/[CH:21]=[CH:22]/[C:23]1[CH:28]=[C:27]([O:29][CH2:30][C:31]3[CH:36]=[CH:35][CH:34]=[CH:33][CH:32]=3)[C:26]([O:37][CH3:38])=[CH:25][C:24]=1[CH3:39])[NH:14][CH2:13][CH2:12]2)[C:2]1[CH:7]=[CH:6][CH:5]=[CH:4][CH:3]=1.[Si]([N:44]=[C:45]=[O:46])(C)(C)C. Product: [CH2:1]([O:8][C:9]1[CH:10]=[C:11]2[C:16](=[CH:17][C:18]=1[O:19][CH3:20])[CH:15](/[CH:21]=[CH:22]/[C:23]1[CH:28]=[C:27]([O:29][CH2:30][C:31]3[CH:32]=[CH:33][CH:34]=[CH:35][CH:36]=3)[C:26]([O:37][CH3:38])=[CH:25][C:24]=1[CH3:39])[N:14]([C:45]([NH2:44])=[O:46])[CH2:13][CH2:12]2)[C:2]1[CH:7]=[CH:6][CH:5]=[CH:4][CH:3]=1. The catalyst class is: 2. (5) Reactant: [C:1]([C:5]1[CH:10]=[CH:9][C:8]([C:11]2[O:15][C:14]([C:16]3[CH:25]=[CH:24][CH:23]=[CH:22][C:17]=3[C:18]([O:20]C)=[O:19])=[N:13][N:12]=2)=[CH:7][CH:6]=1)([CH3:4])([CH3:3])[CH3:2].[OH-].[Na+].O1CCCC1.Cl. Product: [C:1]([C:5]1[CH:6]=[CH:7][C:8]([C:11]2[O:15][C:14]([C:16]3[CH:25]=[CH:24][CH:23]=[CH:22][C:17]=3[C:18]([OH:20])=[O:19])=[N:13][N:12]=2)=[CH:9][CH:10]=1)([CH3:4])([CH3:2])[CH3:3]. The catalyst class is: 5. (6) Reactant: [F-].[Cs+].[CH3:9][O:10][CH2:11][CH2:12]OC[CH2:9][O:10][CH2:11][CH2:12]OC.[F:15][C:16]([F:24])([F:23])[C:17]1([F:22])[O:21][C:18]1([F:20])[F:19].C1OC1C.[C:29]([O:33][CH2:34][CH:35]1[O:37][CH2:36]1)(=[O:32])[CH:30]=[CH2:31].C(Cl)(=O)C. Product: [F:15][C:16]([F:24])([F:23])[C:17]1([F:22])[O:21][C:18]1([F:20])[F:19].[CH2:9]1[O:10][CH:11]1[CH3:12].[C:29]([O:33][CH2:34][CH:35]1[O:37][CH2:36]1)(=[O:32])[CH:30]=[CH2:31]. The catalyst class is: 6. (7) Reactant: [CH3:1][C:2]1[CH:7]=[CH:6][CH:5]=[C:4]([CH3:8])[C:3]=1[NH:9][C:10]([NH:12][CH:13]1[CH2:15][CH:14]1[C:16]1[CH:21]=[CH:20][C:19]([C:22]2[N:26]=[CH:25][N:24]([C:27]3[CH:32]=[CH:31][C:30]([O:33][C:34]([F:37])([F:36])[F:35])=[CH:29][CH:28]=3)[N:23]=2)=[CH:18][CH:17]=1)=[S:11].[C:38]([O:43][CH2:44]Cl)(=[O:42])[CH:39]([CH3:41])[CH3:40]. Product: [C:38]([O:43][CH2:44][S:11]/[C:10](=[N:9]\[C:3]1[C:4]([CH3:8])=[CH:5][CH:6]=[CH:7][C:2]=1[CH3:1])/[NH:12][CH:13]1[CH2:15][CH:14]1[C:16]1[CH:17]=[CH:18][C:19]([C:22]2[N:26]=[CH:25][N:24]([C:27]3[CH:28]=[CH:29][C:30]([O:33][C:34]([F:36])([F:37])[F:35])=[CH:31][CH:32]=3)[N:23]=2)=[CH:20][CH:21]=1)(=[O:42])[CH:39]([CH3:41])[CH3:40]. The catalyst class is: 22.